From a dataset of Reaction yield outcomes from USPTO patents with 853,638 reactions. Predict the reaction yield, written as a fraction of the theoretical maximum amount of product (1.0 means a 100% yield; for example, 0.34 means a 34% yield). (1) The reactants are [N:1]1[CH:6]=[CH:5][CH:4]=[CH:3][C:2]=1[C:7]1[CH:15]=[CH:14][CH:13]=[C:12]2[C:8]=1[C:9]([NH2:16])=[N:10][NH:11]2.CC1(C)OC(=O)[CH:21]([C:25]([CH:27]2[CH2:32][CH2:31][N:30]([C:33]([O:35][C:36]([CH3:39])([CH3:38])[CH3:37])=[O:34])[CH2:29][CH2:28]2)=O)[C:20](=O)[O:19]1.P([O-])([O-])([O-])=O.[K+].[K+].[K+]. The catalyst is C(#N)C. The product is [O:19]=[C:20]1[CH:21]=[C:25]([CH:27]2[CH2:32][CH2:31][N:30]([C:33]([O:35][C:36]([CH3:39])([CH3:38])[CH3:37])=[O:34])[CH2:29][CH2:28]2)[N:10]2[N:11]=[C:12]3[C:8]([C:7]([C:2]4[CH:3]=[CH:4][CH:5]=[CH:6][N:1]=4)=[CH:15][CH:14]=[CH:13]3)=[C:9]2[NH:16]1. The yield is 0.540. (2) The reactants are Br[CH2:2][C:3]1[CH:8]=[CH:7][CH:6]=[C:5]([N+:9]([O-:11])=[O:10])[C:4]=1[F:12].Cl.[CH3:14][NH:15][CH3:16].C(N(CC)CC)C. The catalyst is C(Cl)Cl. The product is [F:12][C:4]1[C:5]([N+:9]([O-:11])=[O:10])=[CH:6][CH:7]=[CH:8][C:3]=1[CH2:2][N:15]([CH3:16])[CH3:14]. The yield is 0.760. (3) The reactants are C(O)C.O.NN.[CH2:7]([N:9]1[C:15](=[O:16])[CH2:14][CH2:13][C:12]([CH3:18])([CH3:17])[C:11]2[CH:19]=[C:20]([N+:23]([O-])=O)[CH:21]=[CH:22][C:10]1=2)[CH3:8]. The catalyst is [Pd].O. The product is [NH2:23][C:20]1[CH:21]=[CH:22][C:10]2[N:9]([CH2:7][CH3:8])[C:15](=[O:16])[CH2:14][CH2:13][C:12]([CH3:17])([CH3:18])[C:11]=2[CH:19]=1. The yield is 0.730. (4) The reactants are [Cl:1][C:2]1[CH:3]=[C:4]([N:17]([C:22]2[C:40]([CH:41]3[CH2:43][CH2:42]3)=[CH:39][C:25]3[C:26]([C:36]([OH:38])=[O:37])=[C:27]([C:29]4[CH:34]=[CH:33][C:32]([Cl:35])=[CH:31][CH:30]=4)[O:28][C:24]=3[CH:23]=2)[S:18]([CH3:21])(=[O:20])=[O:19])[CH:5]=[CH:6][C:7]=1[B:8]1[O:12]C(C)(C)C(C)(C)[O:9]1.I([O-])(=O)(=O)=O.[Na+].Cl.O. The catalyst is C1COCC1.CCOC(C)=O. The product is [B:8]([C:7]1[CH:6]=[CH:5][C:4]([N:17]([C:22]2[C:40]([CH:41]3[CH2:42][CH2:43]3)=[CH:39][C:25]3[C:26]([C:36]([OH:38])=[O:37])=[C:27]([C:29]4[CH:30]=[CH:31][C:32]([Cl:35])=[CH:33][CH:34]=4)[O:28][C:24]=3[CH:23]=2)[S:18]([CH3:21])(=[O:20])=[O:19])=[CH:3][C:2]=1[Cl:1])([OH:9])[OH:12]. The yield is 0.240. (5) The reactants are [CH3:1][C:2]1[O:6][C:5]([C:7]2[CH:12]=[CH:11][CH:10]=[CH:9][CH:8]=2)=[N:4][C:3]=1[CH2:13][O:14][C:15]1[CH:20]=[CH:19][C:18]([CH2:21][C:22]([O:24][CH:25]([C:32](=O)[C:33]2[CH:38]=[CH:37][CH:36]=[CH:35][CH:34]=2)[CH2:26][CH2:27][C:28]([O:30][CH3:31])=[O:29])=O)=[CH:17][CH:16]=1.C([O-])(=O)C.[NH4+:44].C(O)(=O)C. The catalyst is C(OCC)(=O)C. The product is [CH3:1][C:2]1[O:6][C:5]([C:7]2[CH:12]=[CH:11][CH:10]=[CH:9][CH:8]=2)=[N:4][C:3]=1[CH2:13][O:14][C:15]1[CH:20]=[CH:19][C:18]([CH2:21][C:22]2[O:24][C:25]([CH2:26][CH2:27][C:28]([O:30][CH3:31])=[O:29])=[C:32]([C:33]3[CH:38]=[CH:37][CH:36]=[CH:35][CH:34]=3)[N:44]=2)=[CH:17][CH:16]=1. The yield is 0.830.